From a dataset of Full USPTO retrosynthesis dataset with 1.9M reactions from patents (1976-2016). Predict the reactants needed to synthesize the given product. (1) Given the product [Cl:13][C:14]1[N:19]=[C:18]([C:6]2[C:7]3[C:12](=[CH:11][CH:10]=[CH:9][CH:8]=3)[NH:4][CH:5]=2)[C:17]([Cl:21])=[CH:16][N:15]=1, predict the reactants needed to synthesize it. The reactants are: C[Mg+].[Br-].[NH:4]1[C:12]2[C:7](=[CH:8][CH:9]=[CH:10][CH:11]=2)[CH:6]=[CH:5]1.[Cl:13][C:14]1[N:19]=[C:18](Cl)[C:17]([Cl:21])=[CH:16][N:15]=1.C(O)(=O)C. (2) Given the product [NH2:13][C:12]1[N:8]([CH2:7][CH2:6][OH:5])[N:9]=[CH:10][C:11]=1[NH:14][C:26](=[O:27])[C@@H:25]([OH:29])[CH2:24][CH2:23][NH:22][C:20](=[O:21])[O:19][C:15]([CH3:16])([CH3:17])[CH3:18], predict the reactants needed to synthesize it. The reactants are: S([O:5][CH2:6][CH2:7][N:8]1[C:12]([NH2:13])=[C:11]([NH2:14])[CH:10]=[N:9]1)(O)(=O)=O.[C:15]([O:19][C:20]([NH:22][CH2:23][CH2:24][C@H:25]([OH:29])[C:26](O)=[O:27])=[O:21])([CH3:18])([CH3:17])[CH3:16].C(N(CC)CC)C.Cl.CN(C)CCCN=C=NCC. (3) Given the product [CH2:22]([NH:29][C@H:9]1[CH2:8][C@H:7]([C:13]2[CH:18]=[CH:17][N:16]=[CH:15][C:14]=2[N+:19]([O-:21])=[O:20])[O:6][C@H:5]([C:1]([CH3:4])([CH3:3])[CH3:2])[C@H:10]1[OH:11])[C:23]1[CH:28]=[CH:27][CH:26]=[CH:25][CH:24]=1, predict the reactants needed to synthesize it. The reactants are: [C:1]([C@@H:5]1[C@@H:10]([OH:11])[C:9](=O)[CH2:8][C@H:7]([C:13]2[CH:18]=[CH:17][N:16]=[CH:15][C:14]=2[N+:19]([O-:21])=[O:20])[O:6]1)([CH3:4])([CH3:3])[CH3:2].[CH2:22]([NH2:29])[C:23]1[CH:28]=[CH:27][CH:26]=[CH:25][CH:24]=1.[Li+].[BH4-]. (4) Given the product [Br:1][C:2]1[CH:7]=[C:6]([C@@H:8]2[C@@H:9]([C:11]3[CH:12]=[CH:13][C:14]([F:17])=[CH:15][CH:16]=3)[O:20][C:19](=[O:25])[NH:18]2)[C:5]([F:26])=[CH:4][N:3]=1, predict the reactants needed to synthesize it. The reactants are: [Br:1][C:2]1[CH:7]=[C:6]([C@@H:8]([NH:18][C:19](=[O:25])[O:20]C(C)(C)C)[C@@H:9]([C:11]2[CH:16]=[CH:15][C:14]([F:17])=[CH:13][CH:12]=2)O)[C:5]([F:26])=[CH:4][N:3]=1.FC(F)(F)C(O)=O.C(N1C=CN=C1)(N1C=CN=C1)=O. (5) Given the product [F:1][C:2]1[CH:3]=[N:4][CH:5]=[CH:6][C:7]=1[C:8]1[CH:13]=[C:12]2[NH:14][C:24](=[O:25])[NH:15][C:11]2=[N:10][C:9]=1[C:16]1[CH:17]=[N:18][CH:19]=[CH:20][CH:21]=1, predict the reactants needed to synthesize it. The reactants are: [F:1][C:2]1[CH:3]=[N:4][CH:5]=[CH:6][C:7]=1[C:8]1[C:9]([C:16]2[CH:17]=[N:18][CH:19]=[CH:20][CH:21]=2)=[N:10][C:11]([NH2:15])=[C:12]([NH2:14])[CH:13]=1.C1C[O:25][CH2:24]C1.C(N1C=CN=C1)(N1C=CN=C1)=O. (6) Given the product [CH3:47][S:48]([CH:51]1[CH2:55][CH2:54][N:53]([C:16]2[CH:15]=[C:14]([C:11]3[N:12]=[C:13]4[C:5]([C:3](=[O:4])[C:2]([CH3:1])([CH3:45])[CH3:46])=[CH:6][N:7]([CH2:37][O:38][CH2:39][CH2:40][Si:41]([CH3:44])([CH3:43])[CH3:42])[C:8]4=[N:9][CH:10]=3)[CH:19]=[CH:18][CH:17]=2)[CH2:52]1)(=[O:50])=[O:49], predict the reactants needed to synthesize it. The reactants are: [CH3:1][C:2]([CH3:46])([CH3:45])[C:3]([C:5]1[C:13]2[C:8](=[N:9][CH:10]=[C:11]([C:14]3[CH:15]=[C:16](OS(C(F)(F)C(F)(F)C(F)(F)C(F)(F)F)(=O)=O)[CH:17]=[CH:18][CH:19]=3)[N:12]=2)[N:7]([CH2:37][O:38][CH2:39][CH2:40][Si:41]([CH3:44])([CH3:43])[CH3:42])[CH:6]=1)=[O:4].[CH3:47][S:48]([CH:51]1[CH2:55][CH2:54][NH:53][CH2:52]1)(=[O:50])=[O:49].CC1(C)C2C(=C(P(C3C=CC=CC=3)C3C=CC=CC=3)C=CC=2)OC2C(P(C3C=CC=CC=3)C3C=CC=CC=3)=CC=CC1=2.[O-]P([O-])([O-])=O.[K+].[K+].[K+]. (7) Given the product [CH3:33][O:34][C:35]1[CH:42]=[CH:41][CH:40]=[CH:39][C:36]=1[CH2:37][O:1][CH:2]1[CH:7]([C:8]2[CH:13]=[CH:12][C:11]([O:14][CH2:15][C:16]3[CH:25]=[CH:24][C:23]4[C:18](=[CH:19][CH:20]=[CH:21][CH:22]=4)[CH:17]=3)=[CH:10][CH:9]=2)[CH2:6][CH2:5][N:4]([C:26]([O:28][C:29]([CH3:32])([CH3:31])[CH3:30])=[O:27])[CH2:3]1, predict the reactants needed to synthesize it. The reactants are: [OH:1][CH:2]1[CH:7]([C:8]2[CH:13]=[CH:12][C:11]([O:14][CH2:15][C:16]3[CH:25]=[CH:24][C:23]4[C:18](=[CH:19][CH:20]=[CH:21][CH:22]=4)[CH:17]=3)=[CH:10][CH:9]=2)[CH2:6][CH2:5][N:4]([C:26]([O:28][C:29]([CH3:32])([CH3:31])[CH3:30])=[O:27])[CH2:3]1.[CH3:33][O:34][C:35]1[CH:42]=[CH:41][CH:40]=[CH:39][C:36]=1[CH2:37]Cl.